This data is from Forward reaction prediction with 1.9M reactions from USPTO patents (1976-2016). The task is: Predict the product of the given reaction. (1) The product is: [Cl:29][C:26]1[CH:27]=[N:28][C:19]([NH:11][C:7]2[CH:6]=[C:5]3[C:10](=[CH:9][CH:8]=2)[N:2]([CH3:1])[CH:3]=[C:4]3[C:12]2[CH:13]=[CH:14][CH:15]=[CH:16][CH:17]=2)=[C:20]([CH:25]=1)[C:21]([O:23][CH3:24])=[O:22]. Given the reactants [CH3:1][N:2]1[C:10]2[C:5](=[CH:6][C:7]([NH2:11])=[CH:8][CH:9]=2)[C:4]([C:12]2[CH:17]=[CH:16][CH:15]=[CH:14][CH:13]=2)=[CH:3]1.Cl[C:19]1[N:28]=[CH:27][C:26]([Cl:29])=[CH:25][C:20]=1[C:21]([O:23][CH3:24])=[O:22].C(=O)([O-])[O-].[Cs+].[Cs+], predict the reaction product. (2) Given the reactants [F:1][C:2]1[CH:3]=[CH:4][C:5]([NH:8][C:9](=[O:14])[C:10]([CH3:13])([CH3:12])[CH3:11])=[N:6][CH:7]=1.[Li]CCCC.[I:20]I.S([O-])([O-])(=O)=S.[Na+].[Na+], predict the reaction product. The product is: [F:1][C:2]1[CH:3]=[C:4]([I:20])[C:5]([NH:8][C:9](=[O:14])[C:10]([CH3:11])([CH3:13])[CH3:12])=[N:6][CH:7]=1. (3) Given the reactants [F:1][C:2]([F:9])([F:8])[C:3]([O:5]CC)=O.[C:10]([O:14][C:15]([N:17]1[CH2:24][C@H:23]2[C@H:19]([CH2:20][CH:21]([CH3:25])[CH2:22]2)[C@H:18]1[CH2:26][NH2:27])=[O:16])([CH3:13])([CH3:12])[CH3:11], predict the reaction product. The product is: [C:10]([O:14][C:15]([N:17]1[CH2:24][C@H:23]2[C@H:19]([CH2:20][CH:21]([CH3:25])[CH2:22]2)[C@H:18]1[CH2:26][NH:27][C:3](=[O:5])[C:2]([F:1])([F:8])[F:9])=[O:16])([CH3:12])([CH3:13])[CH3:11].